From a dataset of Forward reaction prediction with 1.9M reactions from USPTO patents (1976-2016). Predict the product of the given reaction. (1) Given the reactants Br[CH2:2][CH:3]1[CH2:5][CH2:4]1.[C:6]1([N:12]2[C:20](=[O:21])[C:19]3[C@@H:18]4[C:22]([CH3:24])([CH3:23])[C@@:15]([CH3:25])([CH2:16][CH2:17]4)[C:14]=3[NH:13]2)[CH:11]=[CH:10][CH:9]=[CH:8][CH:7]=1, predict the reaction product. The product is: [CH:5]1([CH2:4][N:13]2[C:14]3[C@:15]4([CH3:25])[C:22]([CH3:24])([CH3:23])[C@@H:18]([CH2:17][CH2:16]4)[C:19]=3[C:20](=[O:21])[N:12]2[C:6]2[CH:7]=[CH:8][CH:9]=[CH:10][CH:11]=2)[CH2:3][CH2:2]1. (2) Given the reactants [F:1][C:2]1[CH:3]=[C:4]([CH:14]=[CH:15][CH:16]=1)[CH2:5][C:6]1[O:10][N:9]=[C:8]([C:11]([OH:13])=O)[CH:7]=1.ON1C2C=CC=CC=2N=N1.Cl.C(N=C=NCCCN(C)C)C.C(N(CC)CC)C.[O:46]1[CH2:50][CH2:49][CH:48]([CH2:51][NH2:52])[CH2:47]1, predict the reaction product. The product is: [O:46]1[CH2:50][CH2:49][CH:48]([CH2:51][NH:52][C:11]([C:8]2[CH:7]=[C:6]([CH2:5][C:4]3[CH:14]=[CH:15][CH:16]=[C:2]([F:1])[CH:3]=3)[O:10][N:9]=2)=[O:13])[CH2:47]1. (3) The product is: [Cl:1][C:2]1[CH:3]=[C:4]([CH2:18][N:19]2[C:23]([CH3:24])=[CH:22][C:21]([C:25]([NH:28][CH2:29][CH:30]3[CH2:35][CH2:34][N:33]([C:36]([O:38][C:39]([CH3:42])([CH3:41])[CH3:40])=[O:37])[CH2:32][CH2:31]3)=[O:26])=[N:20]2)[C:5]2[O:9][C:8]([C:10]3[CH:15]=[CH:14][CH:13]=[CH:12][C:11]=3[Cl:16])=[CH:7][C:6]=2[CH:17]=1. Given the reactants [Cl:1][C:2]1[CH:3]=[C:4]([CH2:18][N:19]2[C:23]([CH3:24])=[CH:22][C:21]([C:25](O)=[O:26])=[N:20]2)[C:5]2[O:9][C:8]([C:10]3[CH:15]=[CH:14][CH:13]=[CH:12][C:11]=3[Cl:16])=[CH:7][C:6]=2[CH:17]=1.[NH2:28][CH2:29][CH:30]1[CH2:35][CH2:34][N:33]([C:36]([O:38][C:39]([CH3:42])([CH3:41])[CH3:40])=[O:37])[CH2:32][CH2:31]1.CCN=C=NCCCN(C)C.C1C=CC2N(O)N=NC=2C=1, predict the reaction product. (4) Given the reactants [C:1]([C:3]1[CH:4]=[C:5]([CH:10]=[CH:11][C:12]=1[CH3:13])[C:6]([O:8][CH3:9])=[O:7])#[N:2].[NH2:14][OH:15].Cl.C(N(CC)C(C)C)(C)C, predict the reaction product. The product is: [OH:15][N:14]=[C:1]([C:3]1[CH:4]=[C:5]([CH:10]=[CH:11][C:12]=1[CH3:13])[C:6]([O:8][CH3:9])=[O:7])[NH2:2].